The task is: Regression. Given two drug SMILES strings and cell line genomic features, predict the synergy score measuring deviation from expected non-interaction effect.. This data is from NCI-60 drug combinations with 297,098 pairs across 59 cell lines. (1) Drug 1: CN1C(=O)N2C=NC(=C2N=N1)C(=O)N. Drug 2: CCN(CC)CCCC(C)NC1=C2C=C(C=CC2=NC3=C1C=CC(=C3)Cl)OC. Cell line: HT29. Synergy scores: CSS=5.99, Synergy_ZIP=-6.16, Synergy_Bliss=0.00840, Synergy_Loewe=-15.9, Synergy_HSA=-0.945. (2) Drug 1: C1=CC(=CC=C1CC(C(=O)O)N)N(CCCl)CCCl.Cl. Drug 2: C1CC(=O)NC(=O)C1N2C(=O)C3=CC=CC=C3C2=O. Cell line: NCI-H522. Synergy scores: CSS=11.8, Synergy_ZIP=0.322, Synergy_Bliss=2.09, Synergy_Loewe=-5.52, Synergy_HSA=1.27. (3) Drug 1: CCCS(=O)(=O)NC1=C(C(=C(C=C1)F)C(=O)C2=CNC3=C2C=C(C=N3)C4=CC=C(C=C4)Cl)F. Drug 2: CNC(=O)C1=CC=CC=C1SC2=CC3=C(C=C2)C(=NN3)C=CC4=CC=CC=N4. Cell line: HOP-62. Synergy scores: CSS=3.85, Synergy_ZIP=3.28, Synergy_Bliss=8.33, Synergy_Loewe=5.00, Synergy_HSA=4.80. (4) Drug 1: CC1=C(C(CCC1)(C)C)C=CC(=CC=CC(=CC(=O)O)C)C. Drug 2: COC1=NC(=NC2=C1N=CN2C3C(C(C(O3)CO)O)O)N. Cell line: NCI/ADR-RES. Synergy scores: CSS=-2.69, Synergy_ZIP=0.852, Synergy_Bliss=0.333, Synergy_Loewe=-2.59, Synergy_HSA=-3.17. (5) Synergy scores: CSS=42.7, Synergy_ZIP=1.24, Synergy_Bliss=-0.473, Synergy_Loewe=-8.05, Synergy_HSA=-0.685. Cell line: HCT116. Drug 1: CC1=C(C=C(C=C1)C(=O)NC2=CC(=CC(=C2)C(F)(F)F)N3C=C(N=C3)C)NC4=NC=CC(=N4)C5=CN=CC=C5. Drug 2: CC1C(C(CC(O1)OC2CC(CC3=C2C(=C4C(=C3O)C(=O)C5=C(C4=O)C(=CC=C5)OC)O)(C(=O)CO)O)N)O.Cl. (6) Drug 1: C1=NC2=C(N1)C(=S)N=C(N2)N. Drug 2: CCC1(CC2CC(C3=C(CCN(C2)C1)C4=CC=CC=C4N3)(C5=C(C=C6C(=C5)C78CCN9C7C(C=CC9)(C(C(C8N6C)(C(=O)OC)O)OC(=O)C)CC)OC)C(=O)OC)O.OS(=O)(=O)O. Cell line: UO-31. Synergy scores: CSS=28.1, Synergy_ZIP=-0.745, Synergy_Bliss=-1.31, Synergy_Loewe=-0.140, Synergy_HSA=0.145.